This data is from Catalyst prediction with 721,799 reactions and 888 catalyst types from USPTO. The task is: Predict which catalyst facilitates the given reaction. (1) The catalyst class is: 83. Product: [C:1]([O:5][C:6]([NH:8][C@@H:12]([CH2:13][C@H:14]([O:16][CH2:21][CH3:22])[CH3:15])[C:11]([OH:10])=[O:31])=[O:7])([CH3:2])([CH3:3])[CH3:4]. Reactant: [C:1]([O:5][C:6]([N:8]1[C@@H:12]([CH2:13][C@H:14]([OH:16])[CH3:15])[CH2:11][O:10]C1(C)C)=[O:7])([CH3:4])([CH3:3])[CH3:2].[H-].[Na+].[CH2:21](I)[CH3:22].C1(C)C=CC(S(O)(=O)=[O:31])=CC=1. (2) The catalyst class is: 3. Reactant: [CH:1]1([OH:6])[CH2:5][CH2:4][CH2:3][CH2:2]1.[H-].[Na+].Cl[C:10]1[N:18]=[C:17]([Cl:19])[CH:16]=[CH:15][C:11]=1[C:12]([NH2:14])=[O:13]. Product: [Cl:19][C:17]1[CH:16]=[CH:15][C:11]([C:12]([NH2:14])=[O:13])=[C:10]([O:6][CH:1]2[CH2:5][CH2:4][CH2:3][CH2:2]2)[N:18]=1. (3) Reactant: Cl.[NH2:2][C:3]1[N:32]=[C:6]2[N:7]([C:22]3[CH:27]=[CH:26][CH:25]=[C:24]([C:28]([F:31])([F:30])[F:29])[CH:23]=3)[C:8]([CH3:21])=[C:9]([C:19]#[N:20])[C@@H:10]([C:11]3[CH:16]=[CH:15][C:14]([C:17]#[N:18])=[CH:13][CH:12]=3)[N:5]2[N:4]=1.[CH:33]1([C:39](Cl)=[O:40])[CH2:38][CH2:37][CH2:36][CH2:35][CH2:34]1. Product: [C:19]([C:9]1[C@@H:10]([C:11]2[CH:16]=[CH:15][C:14]([C:17]#[N:18])=[CH:13][CH:12]=2)[N:5]2[N:4]=[C:3]([NH:2][C:39]([CH:33]3[CH2:38][CH2:37][CH2:36][CH2:35][CH2:34]3)=[O:40])[N:32]=[C:6]2[N:7]([C:22]2[CH:27]=[CH:26][CH:25]=[C:24]([C:28]([F:29])([F:31])[F:30])[CH:23]=2)[C:8]=1[CH3:21])#[N:20]. The catalyst class is: 17. (4) Reactant: Cl.[NH2:2][CH2:3][CH2:4][CH2:5][NH:6][C:7]1[S:8][C:9]([C:12]([C:14]2[CH:19]=[CH:18][CH:17]=[CH:16][CH:15]=2)=[O:13])=[CH:10][N:11]=1.[C:20](Cl)(=[O:25])[CH2:21][CH2:22][CH2:23][CH3:24].CCN(CC)CC. Product: [C:12]([C:9]1[S:8][C:7]([NH:6][CH2:5][CH2:4][CH2:3][NH:2][C:20](=[O:25])[CH2:21][CH2:22][CH2:23][CH3:24])=[N:11][CH:10]=1)(=[O:13])[C:14]1[CH:19]=[CH:18][CH:17]=[CH:16][CH:15]=1. The catalyst class is: 100. (5) Reactant: Cl[C:2]1[C:3]2[C:4](=[CH:16][N:17](CC3C=CC(OC)=CC=3)[N:18]=2)[N:5]=[C:6]([C:8]2[CH:13]=[CH:12][CH:11]=[CH:10][C:9]=2[O:14][CH3:15])[N:7]=1.[CH3:28][O:29][C:30]1[CH:31]=[C:32]([CH:34]=[CH:35][C:36]=1[O:37][CH3:38])[NH2:33].Cl. Product: [CH3:28][O:29][C:30]1[CH:31]=[C:32]([NH:33][C:2]2[C:3]3[NH:18][N:17]=[CH:16][C:4]=3[N:5]=[C:6]([C:8]3[CH:13]=[CH:12][CH:11]=[CH:10][C:9]=3[O:14][CH3:15])[N:7]=2)[CH:34]=[CH:35][C:36]=1[O:37][CH3:38]. The catalyst class is: 71. (6) Reactant: [Cl:1][C:2]1[CH:7]=[C:6]2[NH:8][C:9](=[O:32])[C:10]3([CH:15]([C:16]4[CH:21]=[CH:20][CH:19]=[C:18]([Cl:22])[CH:17]=4)[CH2:14][C:13](=O)[NH:12][CH:11]3[C:24]3[CH:29]=[CH:28][CH:27]=[C:26]([C:30]#[N:31])[CH:25]=3)[C:5]2=[CH:4][CH:3]=1.[BH4-].[Na+]. Product: [Cl:1][C:2]1[CH:7]=[C:6]2[NH:8][C:9](=[O:32])[C:10]3([CH:15]([C:16]4[CH:21]=[CH:20][CH:19]=[C:18]([Cl:22])[CH:17]=4)[CH2:14][CH2:13][NH:12][CH:11]3[C:24]3[CH:29]=[CH:28][CH:27]=[C:26]([C:30]#[N:31])[CH:25]=3)[C:5]2=[CH:4][CH:3]=1. The catalyst class is: 5. (7) Reactant: [OH:1][N:2]1[C:6](=[O:7])[C:5]2=[CH:8][CH:9]=[CH:10][CH:11]=[C:4]2[C:3]1=[O:12].[CH3:13][CH2:14][N:15]([CH:19]([CH3:21])C)[CH:16]([CH3:18])C.Br[CH2:23][C:24]1[CH:29]=[CH:28]C(CBr)=[CH:26][CH:25]=1.N1CCCC1. Product: [N:15]1([CH2:14][C:13]2[CH:28]=[CH:29][C:24]([CH2:23][O:1][N:2]3[C:3](=[O:12])[C:4]4[C:5](=[CH:8][CH:9]=[CH:10][CH:11]=4)[C:6]3=[O:7])=[CH:25][CH:26]=2)[CH2:16][CH2:18][CH2:21][CH2:19]1. The catalyst class is: 10. (8) Reactant: [CH2:1]([N:3]([CH2:25][CH3:26])[C@H:4]1[CH2:7][C@H:6]([CH2:8][N:9]2[C:17]3[C:12](=[C:13]([C:19]([F:22])([F:21])[F:20])[CH:14]=[C:15]([I:18])[CH:16]=3)[C:11](=[O:23])[C:10]2=[O:24])[CH2:5]1)[CH3:2].[Cl:27][C:28]1[CH:33]=[C:32]([Cl:34])[CH:31]=[CH:30][C:29]=1[Mg]I.C(=O)(O)[O-].[Na+]. Product: [Cl:27][C:28]1[CH:33]=[C:32]([Cl:34])[CH:31]=[CH:30][C:29]=1[C:11]1([OH:23])[C:12]2[C:17](=[CH:16][C:15]([I:18])=[CH:14][C:13]=2[C:19]([F:21])([F:20])[F:22])[N:9]([CH2:8][C@H:6]2[CH2:5][C@H:4]([N:3]([CH2:1][CH3:2])[CH2:25][CH3:26])[CH2:7]2)[C:10]1=[O:24]. The catalyst class is: 365. (9) Reactant: BrC[C:3]1[CH:12]=[CH:11][C:10]([F:13])=[CH:9][C:4]=1[C:5]([O:7][CH3:8])=[O:6].C(=O)([O-])[O-].[Ca+2]. Product: [F:13][C:10]1[CH:9]=[C:4]2[C:3]([CH2:8][O:7][C:5]2=[O:6])=[CH:12][CH:11]=1. The catalyst class is: 38.